This data is from Reaction yield outcomes from USPTO patents with 853,638 reactions. The task is: Predict the reaction yield, written as a fraction of the theoretical maximum amount of product (1.0 means a 100% yield; for example, 0.34 means a 34% yield). (1) The reactants are [CH2:1]([O:8][C:9](=[O:49])[NH:10][CH:11]([CH2:42][C:43]1[CH:48]=[CH:47][CH:46]=[CH:45][CH:44]=1)[C:12](=[O:41])[CH2:13][N:14]([CH2:28][C:29]1[CH:34]=[CH:33][C:32]([C:35]2[CH:40]=[CH:39][CH:38]=[CH:37][N:36]=2)=[CH:31][CH:30]=1)[NH:15][C:16](=[O:27])[CH:17]([NH:22][C:23]([O:25][CH3:26])=[O:24])[C:18]([CH3:21])([CH3:20])[CH3:19])[C:2]1[CH:7]=[CH:6][CH:5]=[CH:4][CH:3]=1.[H-].C(O[Al](OC(C)(C)C)OC(C)(C)C)(C)(C)C.[Li+]. The catalyst is C(OCC)C. The product is [CH2:1]([O:8][C:9](=[O:49])[NH:10][CH:11]([CH2:42][C:43]1[CH:48]=[CH:47][CH:46]=[CH:45][CH:44]=1)[CH:12]([OH:41])[CH2:13][N:14]([CH2:28][C:29]1[CH:30]=[CH:31][C:32]([C:35]2[CH:40]=[CH:39][CH:38]=[CH:37][N:36]=2)=[CH:33][CH:34]=1)[NH:15][C:16](=[O:27])[CH:17]([NH:22][C:23]([O:25][CH3:26])=[O:24])[C:18]([CH3:20])([CH3:19])[CH3:21])[C:2]1[CH:3]=[CH:4][CH:5]=[CH:6][CH:7]=1. The yield is 0.540. (2) The reactants are [O:1]=[C:2]1[C:7]2[O:8][C:9]([C:17]3[CH:22]=[CH:21][C:20]([C:23]4([NH:27][C:28](=[O:34])[O:29][C:30]([CH3:33])([CH3:32])[CH3:31])[CH2:26][CH2:25][CH2:24]4)=[CH:19][CH:18]=3)=[C:10]([C:11]3[CH:16]=[CH:15][CH:14]=[CH:13][CH:12]=3)[C:6]=2[CH:5]=[CH:4][NH:3]1.[C:35](=O)([O-])[O-].[K+].[K+].IC. The catalyst is CN(C=O)C.C(OCC)(=O)C.O. The product is [CH3:35][N:3]1[CH:4]=[CH:5][C:6]2[C:10]([C:11]3[CH:12]=[CH:13][CH:14]=[CH:15][CH:16]=3)=[C:9]([C:17]3[CH:22]=[CH:21][C:20]([C:23]4([NH:27][C:28](=[O:34])[O:29][C:30]([CH3:31])([CH3:33])[CH3:32])[CH2:24][CH2:25][CH2:26]4)=[CH:19][CH:18]=3)[O:8][C:7]=2[C:2]1=[O:1]. The yield is 0.490. (3) The reactants are [O:1]1[CH2:6][CH2:5][N:4]([CH2:7][CH:8]2[S:12][C:11]([C:13]3[NH:14][C:15]4[C:20]([CH:21]=3)=[CH:19][CH:18]=[CH:17][C:16]=4[NH:22][S:23]([C:26]3[S:27][CH:28]=[CH:29][CH:30]=3)(=[O:25])=[O:24])=[N:10][CH2:9]2)[CH2:3][CH2:2]1.C(=O)([O-])[O-].[K+].[K+].[F:37][CH:38]([F:40])I. The catalyst is CN(C)C=O.C(OCC)(=O)C. The product is [F:37][CH:38]([F:40])[N:22]([C:16]1[CH:17]=[CH:18][CH:19]=[C:20]2[C:15]=1[NH:14][C:13]([C:11]1[S:12][CH:8]([CH2:7][N:4]3[CH2:3][CH2:2][O:1][CH2:6][CH2:5]3)[CH2:9][N:10]=1)=[CH:21]2)[S:23]([C:26]1[S:27][CH:28]=[CH:29][CH:30]=1)(=[O:24])=[O:25]. The yield is 0.270. (4) The reactants are Br[C:2]1[S:6][C:5]([NH:7][C:8]([NH:10][C:11]2[CH:16]=[CH:15][C:14]([CH3:17])=[CH:13][C:12]=2[C:18]([CH:20]2[CH2:24][CH2:23][CH2:22][CH2:21]2)=[O:19])=[O:9])=[N:4][CH:3]=1.[CH3:25][N:26]1[CH:30]=[CH:29][N:28]=[C:27]1[SH:31]. No catalyst specified. The product is [CH:20]1([C:18]([C:12]2[CH:13]=[C:14]([CH3:17])[CH:15]=[CH:16][C:11]=2[NH:10][C:8]([NH:7][C:5]2[S:6][C:2]([S:31][C:27]3[N:26]([CH3:25])[CH:30]=[CH:29][N:28]=3)=[CH:3][N:4]=2)=[O:9])=[O:19])[CH2:24][CH2:23][CH2:22][CH2:21]1. The yield is 0.320. (5) The reactants are [F:1][C:2]([F:24])([F:23])[C:3]1[CH:22]=[CH:21][C:6]([CH2:7][C@H:8]2[CH2:12][O:11][S:10](=[O:13])[N:9]2[C:14]([O:16][C:17]([CH3:20])([CH3:19])[CH3:18])=[O:15])=[CH:5][CH:4]=1.C([O:29]C(N[C@@H](CC1C=CC(C(F)(F)F)=CC=1)C(OC)=O)=O)(C)(C)C.CCOC(C)=O.CC#N.O.I([O-])(=O)(=O)=O.[Na+]. The catalyst is [Ru](Cl)(Cl)Cl.O.CCOCC. The product is [F:24][C:2]([F:1])([F:23])[C:3]1[CH:4]=[CH:5][C:6]([CH2:7][C@H:8]2[CH2:12][O:11][S:10](=[O:29])(=[O:13])[N:9]2[C:14]([O:16][C:17]([CH3:19])([CH3:20])[CH3:18])=[O:15])=[CH:21][CH:22]=1. The yield is 0.970. (6) The reactants are [O:1]1[CH2:5][CH2:4][CH2:3][CH:2]1[CH2:6][CH:7]=[O:8].[Br:9]C1(Br)C(=O)NC(=O)NC1=O.Br. The catalyst is C(Cl)Cl. The product is [Br:9][CH:6]([CH:2]1[CH2:3][CH2:4][CH2:5][O:1]1)[CH:7]=[O:8]. The yield is 0.443. (7) The yield is 0.570. The reactants are CCN(C(C)C)C(C)C.[CH:10]1([CH:16]2[CH2:28][C:27]3[C:26]4[C:21](=[CH:22][CH:23]=[C:24]([C:29](O)=[O:30])[CH:25]=4)[NH:20][C:19]=3[CH2:18][CH2:17]2)[CH2:15][CH2:14][CH2:13][CH2:12][CH2:11]1.[CH3:32][CH:33]1[CH2:38][CH2:37][NH:36][CH2:35][CH2:34]1.CN(C(ON1N=NC2C=CC=NC1=2)=[N+](C)C)C.F[P-](F)(F)(F)(F)F. The product is [CH:10]1([CH:16]2[CH2:28][C:27]3[C:26]4[C:21](=[CH:22][CH:23]=[C:24]([C:29]([N:36]5[CH2:37][CH2:38][CH:33]([CH3:32])[CH2:34][CH2:35]5)=[O:30])[CH:25]=4)[NH:20][C:19]=3[CH2:18][CH2:17]2)[CH2:11][CH2:12][CH2:13][CH2:14][CH2:15]1. The catalyst is CN(C=O)C. (8) The reactants are C(OP([CH2:9][C:10]([O:12][CH2:13][CH3:14])=[O:11])(OCC)=O)C.[H-].[Na+].[CH2:17]([N:24]1[C:28]([CH:29]=O)=[CH:27][C:26]([O:31][CH2:32][C:33]2[CH:38]=[CH:37][CH:36]=[CH:35][CH:34]=2)=[N:25]1)[C:18]1[CH:23]=[CH:22][CH:21]=[CH:20][CH:19]=1.[Cl-].[NH4+]. The catalyst is O1CCCC1. The product is [CH2:17]([N:24]1[C:28](/[CH:29]=[CH:9]/[C:10]([O:12][CH2:13][CH3:14])=[O:11])=[CH:27][C:26]([O:31][CH2:32][C:33]2[CH:38]=[CH:37][CH:36]=[CH:35][CH:34]=2)=[N:25]1)[C:18]1[CH:19]=[CH:20][CH:21]=[CH:22][CH:23]=1. The yield is 0.780. (9) The reactants are [Br:1][C:2]1[CH:10]=[C:9]2[C:5]([CH2:6][CH2:7][C:8]2=O)=[CH:4][CH:3]=1.O1CCC[CH2:13]1. No catalyst specified. The product is [Br:1][C:2]1[CH:10]=[C:9]2[C:5]([CH2:6][CH2:7][C:8]2=[CH2:13])=[CH:4][CH:3]=1. The yield is 0.934.